Dataset: Forward reaction prediction with 1.9M reactions from USPTO patents (1976-2016). Task: Predict the product of the given reaction. (1) Given the reactants [CH3:1][CH:2]([CH3:22])[CH2:3][CH2:4][NH:5][C:6]([C:8]1[C:9]([C:14]2[CH:19]=[CH:18][CH:17]=[CH:16][C:15]=2[CH2:20][NH2:21])=[CH:10][CH:11]=[CH:12][CH:13]=1)=[O:7].Cl[C:24]([O:26][C:27]1[CH:32]=[CH:31][CH:30]=[CH:29][CH:28]=1)=[O:25], predict the reaction product. The product is: [CH3:1][CH:2]([CH3:22])[CH2:3][CH2:4][NH:5][C:6]([C:8]1[C:9]([C:14]2[CH:19]=[CH:18][CH:17]=[CH:16][C:15]=2[CH2:20][NH:21][C:24]([O:26][C:27]2[CH:32]=[CH:31][CH:30]=[CH:29][CH:28]=2)=[O:25])=[CH:10][CH:11]=[CH:12][CH:13]=1)=[O:7]. (2) Given the reactants [NH2:1][C:2]1[N:3]([CH3:28])[C:4](=[O:27])[C:5]2([N:26]=1)[C:14]1[C:9](=[CH:10][CH:11]=[C:12](B3OC(C)(C)C(C)(C)O3)[CH:13]=1)[CH2:8][C:7]([CH3:25])([CH3:24])[CH2:6]2.Br[C:30]1[CH:31]=[C:32]([O:36][CH2:37][C:38]#[N:39])[CH:33]=[N:34][CH:35]=1.C([O-])([O-])=O.[Na+].[Na+], predict the reaction product. The product is: [NH2:1][C:2]1[N:3]([CH3:28])[C:4](=[O:27])[C:5]2([N:26]=1)[C:14]1[C:9](=[CH:10][CH:11]=[C:12]([C:30]3[CH:31]=[C:32]([O:36][CH2:37][C:38]#[N:39])[CH:33]=[N:34][CH:35]=3)[CH:13]=1)[CH2:8][C:7]([CH3:24])([CH3:25])[CH2:6]2. (3) Given the reactants [OH-].[Na+].[C:3]1(=[O:13])[NH:7][C:6](=[O:8])[C:5]2=[CH:9][CH:10]=[CH:11][CH:12]=[C:4]12.[Na].C(O)(=O)C1C(=CC=CC=1)C(O)=[O:19].Cl, predict the reaction product. The product is: [OH:19][N:7]1[C:3](=[O:13])[C:4]2=[CH:12][CH:11]=[CH:10][CH:9]=[C:5]2[C:6]1=[O:8]. (4) The product is: [CH3:22][C:12]1[CH:17]=[CH:16][C:15]([S:18]([O:6][CH2:5][CH2:4][CH2:3][C:2]([F:11])([F:1])[C:7]([F:8])([F:9])[F:10])(=[O:20])=[O:19])=[CH:14][CH:13]=1. Given the reactants [F:1][C:2]([F:11])([C:7]([F:10])([F:9])[F:8])[CH2:3][CH2:4][CH2:5][OH:6].[C:12]1([CH3:22])[CH:17]=[CH:16][C:15]([S:18](Cl)(=[O:20])=[O:19])=[CH:14][CH:13]=1.C(N(CC)CC)C.O, predict the reaction product. (5) Given the reactants [CH:1]12[N:7]([C:8]([O:10][CH2:11][C:12]3[CH:17]=[CH:16][CH:15]=[CH:14][CH:13]=3)=[O:9])[CH:4]([CH:5]=[CH:6]1)[CH2:3][CH2:2]2.C1C[O:21]CC1, predict the reaction product. The product is: [OH:21][CH:2]1[CH2:3][CH:4]2[N:7]([C:8]([O:10][CH2:11][C:12]3[CH:13]=[CH:14][CH:15]=[CH:16][CH:17]=3)=[O:9])[CH:1]1[CH2:6][CH2:5]2. (6) Given the reactants Cl.C[O:3][C:4]1[CH:9]=[C:8]([CH3:10])[C:7]([C:11]2[C:16]([CH3:17])=[CH:15][N:14]=[CH:13][C:12]=2[CH3:18])=[C:6]([CH3:19])[CH:5]=1.N#N.[OH-].[Na+], predict the reaction product. The product is: [CH3:18][C:12]1[CH:13]=[N:14][CH:15]=[C:16]([CH3:17])[C:11]=1[C:7]1[C:8]([CH3:10])=[CH:9][C:4]([OH:3])=[CH:5][C:6]=1[CH3:19].